This data is from Peptide-MHC class I binding affinity with 185,985 pairs from IEDB/IMGT. The task is: Regression. Given a peptide amino acid sequence and an MHC pseudo amino acid sequence, predict their binding affinity value. This is MHC class I binding data. The peptide sequence is LLPYPIAGC. The MHC is HLA-B08:01 with pseudo-sequence HLA-B08:01. The binding affinity (normalized) is 0.0847.